The task is: Predict the reactants needed to synthesize the given product.. This data is from Full USPTO retrosynthesis dataset with 1.9M reactions from patents (1976-2016). (1) Given the product [C:29]1([C:2]2[CH:3]=[C:4]([S:9]([C:12]3[CH:17]=[CH:16][CH:15]=[C:14]([S:18]([C:21]4[CH:26]=[C:25]([C:2]5[CH:3]=[CH:4][CH:5]=[CH:6][CH:7]=5)[CH:24]=[C:23]([C:12]5[CH:17]=[CH:16][CH:15]=[CH:14][CH:13]=5)[CH:22]=4)(=[O:20])=[O:19])[CH:13]=3)(=[O:11])=[O:10])[CH:5]=[C:6]([C:46]3[CH:51]=[CH:50][CH:49]=[CH:48][CH:47]=3)[CH:7]=2)[CH:34]=[CH:33][CH:32]=[CH:31][CH:30]=1, predict the reactants needed to synthesize it. The reactants are: Cl[C:2]1[CH:3]=[C:4]([S:9]([C:12]2[CH:17]=[CH:16][CH:15]=[C:14]([S:18]([C:21]3[CH:26]=[C:25](Cl)[CH:24]=[C:23](Cl)[CH:22]=3)(=[O:20])=[O:19])[CH:13]=2)(=[O:11])=[O:10])[CH:5]=[C:6](Cl)[CH:7]=1.[C:29]1(B(O)O)[CH:34]=[CH:33][CH:32]=[CH:31][CH:30]=1.P([O-])([O-])([O-])=O.[K+].[K+].[K+].[CH:46]1(P([CH:46]2[CH2:51][CH2:50][CH2:49][CH2:48][CH2:47]2)[CH:46]2[CH2:51][CH2:50][CH2:49][CH2:48][CH2:47]2)[CH2:51][CH2:50][CH2:49][CH2:48][CH2:47]1. (2) Given the product [S:1]1[CH:5]=[CH:4][CH:3]=[C:2]1[S:6]([NH:9][C:10]1[CH:11]=[CH:12][CH:13]=[C:14]2[C:18]=1[NH:17][C:16]([C:19]1[S:21][CH:23]=[C:24]([CH2:25][C:26]([O:28][CH2:29][CH3:30])=[O:27])[N:20]=1)=[CH:15]2)(=[O:7])=[O:8], predict the reactants needed to synthesize it. The reactants are: [S:1]1[CH:5]=[CH:4][CH:3]=[C:2]1[S:6]([NH:9][C:10]1[CH:11]=[CH:12][CH:13]=[C:14]2[C:18]=1[NH:17][C:16]([C:19](=[S:21])[NH2:20])=[CH:15]2)(=[O:8])=[O:7].Cl[CH2:23][C:24](=O)[CH2:25][C:26]([O:28][CH2:29][CH3:30])=[O:27].C(O)C.CN(C)C(=O)C. (3) Given the product [NH2:15][C:10]1[CH:11]=[CH:12][CH:13]=[C:14]2[C:9]=1[C:8](=[O:18])[C:7]1([NH:19][C:20]([C:22]3[S:26][C:25]4[CH:27]=[CH:28][CH:29]=[CH:30][C:24]=4[CH:23]=3)=[O:21])[C:6]3[CH:31]=[CH:32][C:33]([CH:35]([CH3:37])[CH3:36])=[CH:34][C:5]=3[O:4][C:3]12[OH:2], predict the reactants needed to synthesize it. The reactants are: Cl.[OH:2][C:3]12[C:14]3[C:9](=[C:10]([N+:15]([O-])=O)[CH:11]=[CH:12][CH:13]=3)[C:8](=[O:18])[C:7]1([NH:19][C:20]([C:22]1[S:26][C:25]3[CH:27]=[CH:28][CH:29]=[CH:30][C:24]=3[CH:23]=1)=[O:21])[C:6]1[CH:31]=[CH:32][C:33]([CH:35]([CH3:37])[CH3:36])=[CH:34][C:5]=1[O:4]2.C(O)C. (4) Given the product [NH2:15][C:3]1[C:2]([Br:1])=[CH:7][CH:6]=[CH:5][C:4]=1[NH:8][CH2:9][C:10]([O:12][CH2:13][CH3:14])=[O:11], predict the reactants needed to synthesize it. The reactants are: [Br:1][C:2]1[C:3]([N+:15]([O-])=O)=[C:4]([NH:8][CH2:9][C:10]([O:12][CH2:13][CH3:14])=[O:11])[CH:5]=[CH:6][CH:7]=1. (5) Given the product [ClH:58].[NH2:49][CH2:48][C@H:45]1[CH2:46][CH2:47][C@H:42]([C:40]([NH:39][C@H:25]([C:26](=[O:38])[NH:27][C:28]2[CH:37]=[CH:36][C:31]3[NH:32][C:33](=[O:35])[NH:34][C:30]=3[CH:29]=2)[CH2:24][C:21]2[CH:22]=[CH:23][C:18]([C:15]3[CH:16]=[CH:17][C:12]([C:10]([NH:9][C@@H:5]4[CH2:4][C@@H:3]([CH2:2][OH:1])[NH:7][C:6]4=[O:8])=[O:11])=[CH:13][C:14]=3[CH3:57])=[CH:19][CH:20]=2)=[O:41])[CH2:43][CH2:44]1, predict the reactants needed to synthesize it. The reactants are: [OH:1][CH2:2][C@H:3]1[NH:7][C:6](=[O:8])[C@H:5]([NH:9][C:10]([C:12]2[CH:17]=[CH:16][C:15]([C:18]3[CH:23]=[CH:22][C:21]([CH2:24][C@H:25]([NH:39][C:40]([C@H:42]4[CH2:47][CH2:46][C@H:45]([CH2:48][NH:49]C(=O)OC(C)(C)C)[CH2:44][CH2:43]4)=[O:41])[C:26](=[O:38])[NH:27][C:28]4[CH:37]=[CH:36][C:31]5[NH:32][C:33](=[O:35])[NH:34][C:30]=5[CH:29]=4)=[CH:20][CH:19]=3)=[C:14]([CH3:57])[CH:13]=2)=[O:11])[CH2:4]1.[ClH:58]. (6) Given the product [CH3:16][C:17]([CH3:22])([CH3:21])[C@H:18]([OH:20])[CH2:19][N:11]1[CH:12]=[CH:13][C:9]([C:6]2[CH:5]=[CH:4][C:3]([C:2]([F:1])([F:14])[F:15])=[CH:8][CH:7]=2)=[N:10]1, predict the reactants needed to synthesize it. The reactants are: [F:1][C:2]([F:15])([F:14])[C:3]1[CH:8]=[CH:7][C:6]([C:9]2[CH:13]=[CH:12][NH:11][N:10]=2)=[CH:5][CH:4]=1.[CH3:16][C:17]([CH3:22])([CH3:21])[C@@H:18]1[O:20][CH2:19]1.C(N(CC)CC)C. (7) Given the product [O:13]1[C:17]2[CH:18]=[CH:19][C:20]([N:22]3[C:27](=[O:28])[C:26]([CH2:29][C:30]4[CH:35]=[CH:34][C:33]([C:36]5[CH:41]=[CH:40][CH:39]=[CH:38][C:37]=5[C:42]5[NH:3][C:4](=[O:7])[O:5][N:43]=5)=[CH:32][CH:31]=4)=[C:25]([O:44][CH2:45][CH3:46])[N:24]=[C:23]3[CH3:47])=[CH:21][C:16]=2[CH2:15][CH2:14]1, predict the reactants needed to synthesize it. The reactants are: [Cl-].O[NH3+:3].[C:4](=[O:7])([O-])[OH:5].[Na+].CS(C)=O.[O:13]1[C:17]2[CH:18]=[CH:19][C:20]([N:22]3[C:27](=[O:28])[C:26]([CH2:29][C:30]4[CH:35]=[CH:34][C:33]([C:36]5[C:37]([C:42]#[N:43])=[CH:38][CH:39]=[CH:40][CH:41]=5)=[CH:32][CH:31]=4)=[C:25]([O:44][CH2:45][CH3:46])[N:24]=[C:23]3[CH3:47])=[CH:21][C:16]=2[CH2:15][CH2:14]1. (8) Given the product [CH3:3][O:4][C:5]1[CH:6]=[C:7]([C:13]2[CH:18]=[CH:17][CH:16]=[C:15]([C:19]([Cl:30])=[O:21])[CH:14]=2)[CH:8]=[C:9]([O:11][CH3:12])[CH:10]=1, predict the reactants needed to synthesize it. The reactants are: N#N.[CH3:3][O:4][C:5]1[CH:6]=[C:7]([C:13]2[CH:18]=[CH:17][CH:16]=[C:15]([C:19]([OH:21])=O)[CH:14]=2)[CH:8]=[C:9]([O:11][CH3:12])[CH:10]=1.CN(C=O)C.C(Cl)(=O)C([Cl:30])=O.